The task is: Predict the product of the given reaction.. This data is from Forward reaction prediction with 1.9M reactions from USPTO patents (1976-2016). Given the reactants [F:1][CH2:2][CH2:3][O:4][C:5]1[CH:10]=[CH:9][C:8]([CH:11]([NH:17][C:18]([C@@H:20]2[CH2:25][CH2:24][CH2:23][N:22]([C:26](=[O:42])[CH2:27][CH2:28][CH:29]3[CH2:34][CH2:33][N:32]([C:35]([O:37][C:38]([CH3:41])([CH3:40])[CH3:39])=[O:36])[CH2:31][CH2:30]3)[CH2:21]2)=[O:19])[CH2:12][C:13]([O:15]C)=[O:14])=[CH:7][CH:6]=1.O.O.O.O.O.O.O.O.[OH-].[Ba+2].[OH-].Cl, predict the reaction product. The product is: [C:38]([O:37][C:35]([N:32]1[CH2:31][CH2:30][CH:29]([CH2:28][CH2:27][C:26]([N:22]2[CH2:23][CH2:24][CH2:25][C@@H:20]([C:18]([NH:17][CH:11]([C:8]3[CH:7]=[CH:6][C:5]([O:4][CH2:3][CH2:2][F:1])=[CH:10][CH:9]=3)[CH2:12][C:13]([OH:15])=[O:14])=[O:19])[CH2:21]2)=[O:42])[CH2:34][CH2:33]1)=[O:36])([CH3:41])([CH3:40])[CH3:39].